Dataset: Full USPTO retrosynthesis dataset with 1.9M reactions from patents (1976-2016). Task: Predict the reactants needed to synthesize the given product. (1) Given the product [CH3:34][C:35]1[CH:40]=[CH:39][CH:38]=[C:37]([CH3:41])[C:36]=1[NH:42][C:43]([NH:45][C:46]1[C:47]([C:56]([NH:60][CH2:61][CH2:62][CH2:63][C:64]([O:66][CH2:67][CH3:68])=[O:65])=[O:57])=[CH:48][C:49]2[C:54]([CH:55]=1)=[CH:53][CH:52]=[CH:51][CH:50]=2)=[O:44], predict the reactants needed to synthesize it. The reactants are: CN(C(ON1N=NC2C=CC=NC1=2)=[N+](C)C)C.F[P-](F)(F)(F)(F)F.C(N(CC)C(C)C)(C)C.[CH3:34][C:35]1[CH:40]=[CH:39][CH:38]=[C:37]([CH3:41])[C:36]=1[NH:42][C:43]([NH:45][C:46]1[C:47]([C:56](O)=[O:57])=[CH:48][C:49]2[C:54]([CH:55]=1)=[CH:53][CH:52]=[CH:51][CH:50]=2)=[O:44].Cl.[NH2:60][CH2:61][CH2:62][CH2:63][C:64]([O:66][CH2:67][CH3:68])=[O:65].C([O-])(O)=O.[Na+]. (2) Given the product [F:8][C:6]1[CH:5]=[CH:4][N:3]=[C:2]([C:11]#[C:10][CH2:9][OH:12])[CH:7]=1, predict the reactants needed to synthesize it. The reactants are: Cl[C:2]1[CH:7]=[C:6]([F:8])[CH:5]=[CH:4][N:3]=1.[CH2:9]([OH:12])[C:10]#[CH:11].C1(P(C2CCCCC2)C2C=CC=CC=2C2C(C(C)C)=CC(C(C)C)=CC=2C(C)C)CCCCC1.N#N.C(N(CC)CC)C. (3) Given the product [F:55][CH2:54][CH2:53][O:1][C:2]1[CH:3]=[C:4]([C:8]2[CH:9]=[C:10]([CH:14]([NH:20][C:21]([C@@H:23]3[CH2:28][CH2:27][CH2:26][N:25]([C:29](=[O:45])[CH2:30][CH2:31][CH:32]4[CH2:33][CH2:34][N:35]([C:38]([O:40][C:41]([CH3:42])([CH3:44])[CH3:43])=[O:39])[CH2:36][CH2:37]4)[CH2:24]3)=[O:22])[CH2:15][C:16]([O:18][CH3:19])=[O:17])[CH:11]=[N:12][CH:13]=2)[CH:5]=[CH:6][CH:7]=1, predict the reactants needed to synthesize it. The reactants are: [OH:1][C:2]1[CH:3]=[C:4]([C:8]2[CH:9]=[C:10]([CH:14]([NH:20][C:21]([C@@H:23]3[CH2:28][CH2:27][CH2:26][N:25]([C:29](=[O:45])[CH2:30][CH2:31][CH:32]4[CH2:37][CH2:36][N:35]([C:38]([O:40][C:41]([CH3:44])([CH3:43])[CH3:42])=[O:39])[CH2:34][CH2:33]4)[CH2:24]3)=[O:22])[CH2:15][C:16]([O:18][CH3:19])=[O:17])[CH:11]=[N:12][CH:13]=2)[CH:5]=[CH:6][CH:7]=1.C(=O)([O-])[O-].[Cs+].[Cs+].I[CH2:53][CH2:54][F:55]. (4) Given the product [CH3:1][O:2][CH2:3][N:4]1[C:9]2[CH:10]=[C:11]([C:14]([NH2:24])=[O:15])[CH:12]=[CH:13][C:8]=2[S:7][C:6]2[N:17]=[CH:18][CH:19]=[N:20][C:5]1=2, predict the reactants needed to synthesize it. The reactants are: [CH3:1][O:2][CH2:3][N:4]1[C:9]2[CH:10]=[C:11]([C:14](O)=[O:15])[CH:12]=[CH:13][C:8]=2[S:7][C:6]2[N:17]=[CH:18][CH:19]=[N:20][C:5]1=2.Cl.C([N:24]=C=NCCCN(C)C)C.ON1C2C=CC=CC=2N=N1.N.C(=O)(O)[O-].[Na+]. (5) Given the product [N:5]1[C:4]2[CH2:8][S:9][CH2:10][C:3]=2[C:2]([N:21]2[CH2:20][CH2:19][N:18]([C:11]([O:13][C:14]([CH3:17])([CH3:16])[CH3:15])=[O:12])[CH2:23][CH2:22]2)=[N:7][CH:6]=1, predict the reactants needed to synthesize it. The reactants are: Cl[C:2]1[C:3]2[CH2:10][S:9][CH2:8][C:4]=2[N:5]=[CH:6][N:7]=1.[C:11]([N:18]1[CH2:23][CH2:22][NH:21][CH2:20][CH2:19]1)([O:13][C:14]([CH3:17])([CH3:16])[CH3:15])=[O:12]. (6) Given the product [CH3:23][O:24][C:25]([C:27]1([C:31]2[CH:32]=[CH:33][C:34]([NH:37][C:2]3[N:7]=[C:6]([N:8]4[CH2:13][CH2:12][C:11]([F:15])([F:14])[CH2:10][CH2:9]4)[CH:5]=[C:4]([C:16]4[C:17]([CH3:22])=[N:18][O:19][C:20]=4[CH3:21])[N:3]=3)=[CH:35][CH:36]=2)[CH2:28][CH2:29][CH2:30]1)=[O:26], predict the reactants needed to synthesize it. The reactants are: Cl[C:2]1[N:7]=[C:6]([N:8]2[CH2:13][CH2:12][C:11]([F:15])([F:14])[CH2:10][CH2:9]2)[CH:5]=[C:4]([C:16]2[C:17]([CH3:22])=[N:18][O:19][C:20]=2[CH3:21])[N:3]=1.[CH3:23][O:24][C:25]([C:27]1([C:31]2[CH:36]=[CH:35][C:34]([NH2:37])=[CH:33][CH:32]=2)[CH2:30][CH2:29][CH2:28]1)=[O:26]. (7) Given the product [Cl:1][C:2]1[CH:3]=[C:4]([NH:23][CH2:24][C:25]2[N:26]=[N:27][N:28]([CH2:30][C:31]([NH:43][CH2:44][C:49]3[CH:48]=[CH:47][CH:46]=[CH:45][N:41]=3)=[O:33])[CH:29]=2)[CH:5]=[C:6]2[C:11]=1[N:10]=[CH:9][C:8]([C:12]#[N:13])=[C:7]2[NH:14][C:15]1[CH:20]=[CH:19][C:18]([F:21])=[C:17]([Cl:22])[CH:16]=1, predict the reactants needed to synthesize it. The reactants are: [Cl:1][C:2]1[CH:3]=[C:4]([NH:23][CH2:24][C:25]2[N:26]=[N:27][N:28]([CH2:30][C:31]([OH:33])=O)[CH:29]=2)[CH:5]=[C:6]2[C:11]=1[N:10]=[CH:9][C:8]([C:12]#[N:13])=[C:7]2[NH:14][C:15]1[CH:20]=[CH:19][C:18]([F:21])=[C:17]([Cl:22])[CH:16]=1.F[P-](F)(F)(F)(F)F.[N:41]1(O[P+](N(C)C)(N(C)C)N(C)C)[C:45]2[CH:46]=[CH:47][CH:48]=[CH:49][C:44]=2[N:43]=N1.N1C=CC=CC=1CN. (8) Given the product [NH2:25][C:26]1[C:27]([C:36]([NH:39][C@H:40]([C:45]([O:47][CH3:48])=[O:46])[CH2:41][CH2:42][CH2:43][CH3:44])=[O:38])=[CH:28][C:29]2[C:34]([CH:35]=1)=[CH:33][CH:32]=[CH:31][CH:30]=2, predict the reactants needed to synthesize it. The reactants are: CN(C(ON1N=NC2C=CC=NC1=2)=[N+](C)C)C.F[P-](F)(F)(F)(F)F.[NH2:25][C:26]1[C:27]([C:36]([OH:38])=O)=[CH:28][C:29]2[C:34]([CH:35]=1)=[CH:33][CH:32]=[CH:31][CH:30]=2.[NH2:39][C@H:40]([C:45]([O:47][CH3:48])=[O:46])[CH2:41][CH2:42][CH2:43][CH3:44].C(N(C(C)C)CC)(C)C.